Dataset: Peptide-MHC class II binding affinity with 134,281 pairs from IEDB. Task: Regression. Given a peptide amino acid sequence and an MHC pseudo amino acid sequence, predict their binding affinity value. This is MHC class II binding data. (1) The peptide sequence is EEDIEIIPIQEEEY. The MHC is DRB4_0101 with pseudo-sequence DRB4_0103. The binding affinity (normalized) is 0.259. (2) The MHC is HLA-DPA10201-DPB10501 with pseudo-sequence HLA-DPA10201-DPB10501. The peptide sequence is VRAVAESHGVAAVLF. The binding affinity (normalized) is 0. (3) The MHC is HLA-DQA10501-DQB10302 with pseudo-sequence HLA-DQA10501-DQB10302. The peptide sequence is GCSSALGSGPYGALG. The binding affinity (normalized) is 0.374. (4) The peptide sequence is ISGLKPGVDYTITVY. The MHC is DRB1_0802 with pseudo-sequence DRB1_0802. The binding affinity (normalized) is 0.357. (5) The peptide sequence is YRVNRYTKSAHQKGE. The binding affinity (normalized) is 0.294. The MHC is DRB1_0401 with pseudo-sequence DRB1_0401.